The task is: Predict the product of the given reaction.. This data is from Forward reaction prediction with 1.9M reactions from USPTO patents (1976-2016). (1) Given the reactants [C:1]([O:5][C:6]([NH:8][CH:9]([C:28](=[O:32])[N:29]([CH3:31])[CH3:30])[C:10]1[CH:27]=[CH:26][C:13]([O:14][C:15]2[CH:20]=[CH:19][C:18]([CH2:21][CH2:22][C:23](O)=[O:24])=[CH:17][CH:16]=2)=[CH:12][CH:11]=1)=[O:7])([CH3:4])([CH3:3])[CH3:2].[CH2:33]([N:35](CC)[CH2:36]C)C.CN([P+](ON1N=NC2C=CC=CC1=2)(N(C)C)N(C)C)C.F[P-](F)(F)(F)(F)F.CNC, predict the reaction product. The product is: [C:1]([O:5][C:6](=[O:7])[NH:8][CH:9]([C:28](=[O:32])[N:29]([CH3:31])[CH3:30])[C:10]1[CH:27]=[CH:26][C:13]([O:14][C:15]2[CH:16]=[CH:17][C:18]([CH2:21][CH2:22][C:23](=[O:24])[N:35]([CH3:36])[CH3:33])=[CH:19][CH:20]=2)=[CH:12][CH:11]=1)([CH3:3])([CH3:4])[CH3:2]. (2) Given the reactants [CH2:1]([N:3]1[C:11](=[O:12])[CH:10]([CH2:13][C:14]2[CH:19]=[CH:18][CH:17]=[CH:16][CH:15]=2)[CH2:9][C@H:4]1[C:5]([O:7]C)=[O:6])[CH3:2].[OH-].[Na+], predict the reaction product. The product is: [CH2:1]([N:3]1[C:11](=[O:12])[CH:10]([CH2:13][C:14]2[CH:15]=[CH:16][CH:17]=[CH:18][CH:19]=2)[CH2:9][C@H:4]1[C:5]([OH:7])=[O:6])[CH3:2]. (3) Given the reactants [CH3:1][O:2][C:3]1[CH:4]=[C:5]2[C:10](=[CH:11][C:12]=1[O:13][CH3:14])[N:9]=[CH:8][CH:7]=[C:6]2[O:15][C:16]1[CH:22]=[CH:21][C:19]([NH2:20])=[CH:18][C:17]=1[F:23].C(O)C.[Cl:27][C:28]1[CH:29]=[C:30]([C:34]([N:36]=[C:37]=[S:38])=[O:35])[CH:31]=[CH:32][CH:33]=1, predict the reaction product. The product is: [Cl:27][C:28]1[CH:29]=[C:30]([CH:31]=[CH:32][CH:33]=1)[C:34]([NH:36][C:37]([NH:20][C:19]1[CH:21]=[CH:22][C:16]([O:15][C:6]2[C:5]3[C:10](=[CH:11][C:12]([O:13][CH3:14])=[C:3]([O:2][CH3:1])[CH:4]=3)[N:9]=[CH:8][CH:7]=2)=[C:17]([F:23])[CH:18]=1)=[S:38])=[O:35]. (4) Given the reactants C(=O)([O-])[O-].[Na+].[Na+].[Cl:7][C:8]1[CH:9]=[C:10](B(O)O)[CH:11]=[CH:12][C:13]=1[O:14][CH:15]([CH3:17])[CH3:16].Br[C:22]1[C:23]([NH2:28])=[N:24][CH:25]=[CH:26][CH:27]=1, predict the reaction product. The product is: [Cl:7][C:8]1[CH:9]=[C:10]([C:22]2[C:23]([NH2:28])=[N:24][CH:25]=[CH:26][CH:27]=2)[CH:11]=[CH:12][C:13]=1[O:14][CH:15]([CH3:17])[CH3:16]. (5) The product is: [CH3:2][O:3][CH2:4][CH2:5][NH:6][C:7]([C:9]1[CH:17]=[CH:16][C:15]2[C:11](=[CH:12][N:13]([CH2:18][CH:19]3[CH2:20][CH2:21][N:22]([C:33](=[O:34])[C:32]4[CH:36]=[CH:37][C:29]([O:28][C:27]([F:26])([F:38])[F:39])=[CH:30][CH:31]=4)[CH2:23][CH2:24]3)[N:14]=2)[C:10]=1[CH3:25])=[O:8]. Given the reactants Cl.[CH3:2][O:3][CH2:4][CH2:5][NH:6][C:7]([C:9]1[CH:17]=[CH:16][C:15]2[C:11](=[CH:12][N:13]([CH2:18][CH:19]3[CH2:24][CH2:23][NH:22][CH2:21][CH2:20]3)[N:14]=2)[C:10]=1[CH3:25])=[O:8].[F:26][C:27]([F:39])([F:38])[O:28][C:29]1[CH:37]=[CH:36][C:32]([C:33](Cl)=[O:34])=[CH:31][CH:30]=1.C1(C)C=CC=CC=1, predict the reaction product. (6) Given the reactants [Cl-].[C:2]([O:7][CH3:8])(=[O:6])[C:3]([O-])=[O:4].[C:9]([NH:13][S:14]([C:17]1[C:18]([C:23]2[CH:28]=[CH:27][C:26]([NH2:29])=[CH:25][CH:24]=2)=[CH:19][CH:20]=[CH:21][CH:22]=1)(=[O:16])=[O:15])([CH3:12])([CH3:11])[CH3:10].C(N(CC)CC)C, predict the reaction product. The product is: [C:9]([NH:13][S:14]([C:17]1[CH:22]=[CH:21][CH:20]=[CH:19][C:18]=1[C:23]1[CH:28]=[CH:27][C:26]([NH:29][C:3](=[O:4])[C:2]([O:7][CH3:8])=[O:6])=[CH:25][CH:24]=1)(=[O:16])=[O:15])([CH3:12])([CH3:10])[CH3:11]. (7) The product is: [P:9]([O:21][CH2:22][CH2:23][NH:24][C:25](=[O:39])[C:26]1[CH:27]=[C:28]([N+:35]([O-:37])=[O:36])[CH:29]=[C:30]([N+:32]([O-:34])=[O:33])[C:31]=1[N:5]([CH2:4][CH2:3][Cl:2])[CH2:6][CH2:7][OH:8])([O:16][C:17]([CH3:18])([CH3:19])[CH3:20])([O:11][C:12]([CH3:15])([CH3:14])[CH3:13])=[O:10]. Given the reactants Cl.[Cl:2][CH2:3][CH2:4][NH:5][CH2:6][CH2:7][OH:8].[P:9]([O:21][CH2:22][CH2:23][NH:24][C:25](=[O:39])[C:26]1[CH:31]=[C:30]([N+:32]([O-:34])=[O:33])[CH:29]=[C:28]([N+:35]([O-:37])=[O:36])[C:27]=1Cl)([O:16][C:17]([CH3:20])([CH3:19])[CH3:18])([O:11][C:12]([CH3:15])([CH3:14])[CH3:13])=[O:10].O, predict the reaction product. (8) Given the reactants [Br:1][C:2]1[CH:3]=[C:4]([N:8]2[C:12]3[N:13]=[CH:14][NH:15][C:16](=[O:17])[C:11]=3[CH:10]=[CH:9]2)[CH:5]=[CH:6][CH:7]=1.[O:18]1[C:20]2([CH2:25][CH2:24][N:23]([C:26]([O:28][C:29]([CH3:32])([CH3:31])[CH3:30])=[O:27])[CH2:22][CH2:21]2)[CH2:19]1, predict the reaction product. The product is: [Br:1][C:2]1[CH:3]=[C:4]([N:8]2[C:12]3[N:13]=[CH:14][N:15]([CH2:19][C:20]4([OH:18])[CH2:21][CH2:22][N:23]([C:26]([O:28][C:29]([CH3:32])([CH3:31])[CH3:30])=[O:27])[CH2:24][CH2:25]4)[C:16](=[O:17])[C:11]=3[CH:10]=[CH:9]2)[CH:5]=[CH:6][CH:7]=1. (9) Given the reactants [Cl:1][C:2]1[C:3]2[C:11](I)=[CH:10][N:9]([CH2:13][C:14]3[C:19]([CH3:20])=[C:18]([O:21][CH3:22])[C:17]([CH3:23])=[CH:16][N:15]=3)[C:4]=2[N:5]=[C:6]([NH2:8])[N:7]=1.[CH3:24][C:25]([OH:30])([CH2:27][C:28]#[CH:29])[CH3:26], predict the reaction product. The product is: [NH2:8][C:6]1[N:7]=[C:2]([Cl:1])[C:3]2[C:11]([C:29]#[C:28][CH2:27][C:25]([CH3:26])([OH:30])[CH3:24])=[CH:10][N:9]([CH2:13][C:14]3[C:19]([CH3:20])=[C:18]([O:21][CH3:22])[C:17]([CH3:23])=[CH:16][N:15]=3)[C:4]=2[N:5]=1. (10) Given the reactants [F:1][C:2]1[CH:24]=[CH:23][CH:22]=[CH:21][C:3]=1[CH2:4][C:5]1[C:9]([CH:10]=O)=[CH:8][N:7]([CH2:12][C:13]2[CH:18]=[CH:17][C:16]([O:19][CH3:20])=[CH:15][CH:14]=2)[N:6]=1.Cl.[NH2:26][OH:27].C([O-])(=O)C.[Na+], predict the reaction product. The product is: [F:1][C:2]1[CH:24]=[CH:23][CH:22]=[CH:21][C:3]=1[CH2:4][C:5]1[C:9]([CH:10]=[N:26][OH:27])=[CH:8][N:7]([CH2:12][C:13]2[CH:18]=[CH:17][C:16]([O:19][CH3:20])=[CH:15][CH:14]=2)[N:6]=1.